Task: Predict the product of the given reaction.. Dataset: Forward reaction prediction with 1.9M reactions from USPTO patents (1976-2016) (1) Given the reactants [N:1]1([C:7]2[C:12]([C:13]([O:15][CH:16]([CH3:18])[CH3:17])=[O:14])=[CH:11][CH:10]=[CH:9][N:8]=2)[CH2:6][CH2:5][NH:4][CH2:3][CH2:2]1.[OH:19][C:20]1[CH:21]=[C:22]([CH:25]=[CH:26][CH:27]=1)[CH:23]=O.O1CCCC1.C(O[BH-](OC(=O)C)OC(=O)C)(=O)C.[Na+], predict the reaction product. The product is: [OH:19][C:20]1[CH:21]=[C:22]([CH2:23][N:4]2[CH2:3][CH2:2][N:1]([C:7]3[C:12]([C:13]([O:15][CH:16]([CH3:18])[CH3:17])=[O:14])=[CH:11][CH:10]=[CH:9][N:8]=3)[CH2:6][CH2:5]2)[CH:25]=[CH:26][CH:27]=1. (2) The product is: [Cl:1][C:2]1[CH:10]=[CH:9][CH:8]=[CH:7][C:3]=1[C:4]([NH:19][CH2:18][CH:17]([CH:14]1[CH2:15][CH2:16][O:11][CH2:12][CH2:13]1)[C:20]1[CH:21]=[N:22][C:23]([C:26]([F:28])([F:29])[F:27])=[N:24][CH:25]=1)=[O:6]. Given the reactants [Cl:1][C:2]1[CH:10]=[CH:9][CH:8]=[CH:7][C:3]=1[C:4]([OH:6])=O.[O:11]1[CH2:16][CH2:15][CH:14]([CH:17]([C:20]2[CH:21]=[N:22][C:23]([C:26]([F:29])([F:28])[F:27])=[N:24][CH:25]=2)[CH2:18][NH2:19])[CH2:13][CH2:12]1, predict the reaction product. (3) Given the reactants [O:1]1[CH2:4][CH:3]([CH2:5][CH2:6][OH:7])[CH2:2]1.C1N2CCN(CC2)C1.[S:16](Cl)([C:19]1[CH:25]=[CH:24][C:22]([CH3:23])=[CH:21][CH:20]=1)(=[O:18])=[O:17], predict the reaction product. The product is: [O:1]1[CH2:4][CH:3]([CH2:5][CH2:6][O:7][S:16]([C:19]2[CH:25]=[CH:24][C:22]([CH3:23])=[CH:21][CH:20]=2)(=[O:18])=[O:17])[CH2:2]1. (4) The product is: [Cl:19][CH2:12][C:11]1[C:7]([CH2:6][O:5][C:2]([CH3:4])([CH3:3])[CH3:1])=[N:8][O:9][C:10]=1[CH:14]([CH3:16])[CH3:15]. Given the reactants [CH3:1][C:2]([O:5][CH2:6][C:7]1[C:11]([CH2:12]O)=[C:10]([CH:14]([CH3:16])[CH3:15])[O:9][N:8]=1)([CH3:4])[CH3:3].S(Cl)([Cl:19])=O, predict the reaction product.